Dataset: Full USPTO retrosynthesis dataset with 1.9M reactions from patents (1976-2016). Task: Predict the reactants needed to synthesize the given product. (1) The reactants are: [CH3:1][O:2][C:3]1[CH:8]=[CH:7][C:6]([OH:9])=[CH:5][CH:4]=1.F[C:11]1[CH:16]=[CH:15][C:14]([F:17])=[CH:13][C:12]=1[N+:18]([O-:20])=[O:19].[F:21][C:22]1[CH:23]=[CH:24][C:25]([O:29][C:30]2[CH:35]=[CH:34][C:33]([O:36][CH3:37])=[CH:32][CH:31]=2)=[C:26]([CH:28]=1)[NH2:27].[NH2:38][C:39]1[S:40][CH:41]=[CH:42][N:43]=1. Given the product [F:17][C:14]1[CH:15]=[CH:16][C:11]([O:9][C:6]2[CH:7]=[CH:8][C:3]([O:2][CH3:1])=[CH:4][CH:5]=2)=[C:12]([N+:18]([O-:20])=[O:19])[CH:13]=1.[F:21][C:22]1[CH:23]=[CH:24][C:25]([O:29][C:30]2[CH:35]=[CH:34][C:33]([O:36][CH3:37])=[CH:32][CH:31]=2)=[C:26]([NH:27][C:6]([NH:38][C:39]2[S:40][CH:41]=[CH:42][N:43]=2)=[O:9])[CH:28]=1, predict the reactants needed to synthesize it. (2) Given the product [C:5]([O:9][C:10]([N:12]1[CH2:18][CH2:17][C:16]2[S:19][C:20]([NH:22][C:1](=[O:3])[CH3:2])=[N:21][C:15]=2[CH2:14][CH2:13]1)=[O:11])([CH3:8])([CH3:6])[CH3:7], predict the reactants needed to synthesize it. The reactants are: [C:1](Cl)(=[O:3])[CH3:2].[C:5]([O:9][C:10]([N:12]1[CH2:18][CH2:17][C:16]2[S:19][C:20]([NH2:22])=[N:21][C:15]=2[CH2:14][CH2:13]1)=[O:11])([CH3:8])([CH3:7])[CH3:6]. (3) Given the product [C:25]([O:24][C:22]([N:39]1[CH2:19][CH2:18][N:17]([C:20]2[CH:6]=[CH:7][CH:8]=[C:3]([Br:2])[CH:21]=2)[CH2:15][CH2:16]1)=[O:23])([CH3:28])([CH3:27])[CH3:26], predict the reactants needed to synthesize it. The reactants are: Cl.[Br:2][C:3]1[CH:8]=[CH:7][C:6](N2CCNCC2)=CC=1.[CH2:15]([N:17]([CH2:20][CH3:21])[CH2:18][CH3:19])[CH3:16].[C:22](O[C:22]([O:24][C:25]([CH3:28])([CH3:27])[CH3:26])=[O:23])([O:24][C:25]([CH3:28])([CH3:27])[CH3:26])=[O:23].C(#[N:39])C. (4) Given the product [C:26]([O:25][C:23]([N:21]1[CH:22]=[C:18]([C:9]2[N:8]([C:6]([O:5][C:1]([CH3:4])([CH3:3])[CH3:2])=[O:7])[C:16]3[CH:15]=[C:14]([NH:41][C:40]4[CH:39]=[CH:38][C:37]([CH2:36][N:33]5[CH2:32][CH2:31][O:30][CH2:35][CH2:34]5)=[CH:43][CH:42]=4)[N:13]=[CH:12][C:11]=3[CH:10]=2)[CH:19]=[N:20]1)=[O:24])([CH3:29])([CH3:28])[CH3:27], predict the reactants needed to synthesize it. The reactants are: [C:1]([O:5][C:6]([N:8]1[C:16]2[CH:15]=[C:14](Cl)[N:13]=[CH:12][C:11]=2[CH:10]=[C:9]1[C:18]1[CH:19]=[N:20][N:21]([C:23]([O:25][C:26]([CH3:29])([CH3:28])[CH3:27])=[O:24])[CH:22]=1)=[O:7])([CH3:4])([CH3:3])[CH3:2].[O:30]1[CH2:35][CH2:34][N:33]([CH2:36][C:37]2[CH:43]=[CH:42][C:40]([NH2:41])=[CH:39][CH:38]=2)[CH2:32][CH2:31]1.C(OC(N1C=C(C2N(C(OC(C)(C)C)=O)C3C=C(NC4C=CC(C(=O)N(C)C)=CC=4)N=CC=3C=2)C=N1)=O)(C)(C)C. (5) Given the product [Cl:1][C:2]1[CH:22]=[C:6]2[C:5]([C:10](=[O:11])[N:32]([CH2:31][CH2:30][C:26]3[CH:27]=[CH:28][CH:29]=[C:24]([F:23])[CH:25]=3)[C:8]([C:12]3[CH:17]=[CH:16][CH:15]=[CH:14][C:13]=3[OH:18])=[N:7]2)=[CH:4][CH:3]=1, predict the reactants needed to synthesize it. The reactants are: [Cl:1][C:2]1[CH:3]=[CH:4][C:5]2[C:10](=[O:11])O[C:8]([C:12]3[CH:17]=[CH:16][CH:15]=[CH:14][C:13]=3[O:18]C(=O)C)=[N:7][C:6]=2[CH:22]=1.[F:23][C:24]1[CH:25]=[C:26]([CH2:30][CH2:31][NH2:32])[CH:27]=[CH:28][CH:29]=1.